This data is from Forward reaction prediction with 1.9M reactions from USPTO patents (1976-2016). The task is: Predict the product of the given reaction. (1) Given the reactants C[O:2][C:3]([C:5]1[N:6]([CH3:25])[N:7]=[C:8](/[CH:10]=[CH:11]\[C:12]2[C:13]([C:18]3[CH:23]=[CH:22][C:21]([F:24])=[CH:20][CH:19]=3)=[N:14][O:15][C:16]=2[CH3:17])[CH:9]=1)=[O:4].O.[OH-].[Li+], predict the reaction product. The product is: [F:24][C:21]1[CH:20]=[CH:19][C:18]([C:13]2[C:12](/[CH:11]=[CH:10]\[C:8]3[CH:9]=[C:5]([C:3]([OH:4])=[O:2])[N:6]([CH3:25])[N:7]=3)=[C:16]([CH3:17])[O:15][N:14]=2)=[CH:23][CH:22]=1. (2) Given the reactants [CH3:1][O:2][CH2:3][CH2:4][CH2:5][O:6][CH2:7][CH2:8][NH:9]C(=O)OC(C)(C)C.[ClH:17], predict the reaction product. The product is: [ClH:17].[CH3:1][O:2][CH2:3][CH2:4][CH2:5][O:6][CH2:7][CH2:8][NH2:9]. (3) Given the reactants C(NC1C=CC(C2C=C3C(CN([C@@H](C(C)C)C(OC)=O)C3=O)=CC=2)=CC=1)(=O)C1C=CC=CC=1.[NH2:34][C:35]1[CH:40]=[CH:39][C:38]([C:41]2[CH:49]=[C:48]3[C:44]([CH2:45][N:46]([C@@H:51]([CH:56]([CH3:58])[CH3:57])[C:52]([O:54][CH3:55])=[O:53])[C:47]3=[O:50])=[CH:43][CH:42]=2)=[CH:37][CH:36]=1.[CH3:59][O:60][C:61]1[CH:62]=[C:63]([CH:67]=[C:68]([O:72][CH3:73])[C:69]=1[O:70][CH3:71])[C:64](Cl)=[O:65], predict the reaction product. The product is: [CH3:57][CH:56]([CH3:58])[C@H:51]([N:46]1[CH2:45][C:44]2[C:48](=[CH:49][C:41]([C:38]3[CH:37]=[CH:36][C:35]([NH:34][C:64](=[O:65])[C:63]4[CH:62]=[C:61]([O:60][CH3:59])[C:69]([O:70][CH3:71])=[C:68]([O:72][CH3:73])[CH:67]=4)=[CH:40][CH:39]=3)=[CH:42][CH:43]=2)[C:47]1=[O:50])[C:52]([O:54][CH3:55])=[O:53]. (4) Given the reactants [CH3:1][O:2][C:3]1[CH:4]=[C:5]([C@@H:9]([NH:11][C:12]([C:14]2[C:15]3[CH:16]=[CH:17][NH:18][C:19]=3[CH:20]=[CH:21][CH:22]=2)=[O:13])[CH3:10])[CH:6]=[CH:7][CH:8]=1.[NH2:23][C:24]1[N:29]=[C:28](Cl)[CH:27]=[CH:26][N:25]=1.NC1N=C(N2C3C=CC=C(C(NCC4C=CC=CC=4Cl)=O)C=3C=C2)C=CN=1.CO, predict the reaction product. The product is: [NH2:23][C:24]1[N:29]=[C:28]([N:18]2[C:19]3[CH:20]=[CH:21][CH:22]=[C:14]([C:12]([NH:11][C@H:9]([C:5]4[CH:6]=[CH:7][CH:8]=[C:3]([O:2][CH3:1])[CH:4]=4)[CH3:10])=[O:13])[C:15]=3[CH:16]=[CH:17]2)[CH:27]=[CH:26][N:25]=1. (5) Given the reactants Br.Br[CH:3]([C:13]1[CH:18]=[CH:17][N:16]=[C:15]([NH:19][C:20](=[O:27])[C:21]2[CH:26]=[CH:25][CH:24]=[CH:23][CH:22]=2)[CH:14]=1)[C:4]([C:6]1[CH:11]=[CH:10][CH:9]=[C:8]([CH3:12])[CH:7]=1)=O.[CH3:28][N:29]1[CH2:34][CH2:33][CH:32]([C:35](=[S:37])[NH2:36])[CH2:31][CH2:30]1.C(=O)([O-])O.[Na+], predict the reaction product. The product is: [CH3:12][C:8]1[CH:7]=[C:6]([C:4]2[N:36]=[C:35]([CH:32]3[CH2:33][CH2:34][N:29]([CH3:28])[CH2:30][CH2:31]3)[S:37][C:3]=2[C:13]2[CH:18]=[CH:17][N:16]=[C:15]([NH:19][C:20](=[O:27])[C:21]3[CH:26]=[CH:25][CH:24]=[CH:23][CH:22]=3)[CH:14]=2)[CH:11]=[CH:10][CH:9]=1.